This data is from NCI-60 drug combinations with 297,098 pairs across 59 cell lines. The task is: Regression. Given two drug SMILES strings and cell line genomic features, predict the synergy score measuring deviation from expected non-interaction effect. (1) Drug 1: CNC(=O)C1=CC=CC=C1SC2=CC3=C(C=C2)C(=NN3)C=CC4=CC=CC=N4. Drug 2: C1=NC2=C(N=C(N=C2N1C3C(C(C(O3)CO)O)O)F)N. Cell line: CAKI-1. Synergy scores: CSS=11.5, Synergy_ZIP=-4.01, Synergy_Bliss=-0.184, Synergy_Loewe=-4.55, Synergy_HSA=-1.97. (2) Drug 1: C1CC(=O)NC(=O)C1N2CC3=C(C2=O)C=CC=C3N. Drug 2: C1C(C(OC1N2C=NC3=C(N=C(N=C32)Cl)N)CO)O. Cell line: MOLT-4. Synergy scores: CSS=56.5, Synergy_ZIP=-1.39, Synergy_Bliss=-8.35, Synergy_Loewe=-75.1, Synergy_HSA=-10.9.